From a dataset of Forward reaction prediction with 1.9M reactions from USPTO patents (1976-2016). Predict the product of the given reaction. (1) Given the reactants [NH2:1][CH2:2][C:3]1[CH:4]=[C:5]2[C:9](=[CH:10][CH:11]=1)[N:8](C(OC(C)(C)C)=O)[N:7]=[C:6]2[C:19]1[CH:24]=[CH:23][CH:22]=[C:21]([F:25])[CH:20]=1.FC(F)(F)C(O)=O, predict the reaction product. The product is: [F:25][C:21]1[CH:20]=[C:19]([C:6]2[C:5]3[C:9](=[CH:10][CH:11]=[C:3]([CH2:2][NH2:1])[CH:4]=3)[NH:8][N:7]=2)[CH:24]=[CH:23][CH:22]=1. (2) Given the reactants [F:1][C:2]([F:13])([F:12])[C:3]1[CH:4]=[C:5]([CH:9]=[CH:10][CH:11]=1)[C:6]([OH:8])=O.CN(C(ON1N=NC2C=CC=NC1=2)=[N+](C)C)C.F[P-](F)(F)(F)(F)F.CCN(C(C)C)C(C)C.[N:47]1([C:53]([O:55][C:56]([CH3:59])([CH3:58])[CH3:57])=[O:54])[CH2:52][CH2:51][NH:50][CH2:49][CH2:48]1, predict the reaction product. The product is: [F:12][C:2]([F:1])([F:13])[C:3]1[CH:4]=[C:5]([CH:9]=[CH:10][CH:11]=1)[C:6]([N:50]1[CH2:49][CH2:48][N:47]([C:53]([O:55][C:56]([CH3:59])([CH3:58])[CH3:57])=[O:54])[CH2:52][CH2:51]1)=[O:8].